Dataset: Reaction yield outcomes from USPTO patents with 853,638 reactions. Task: Predict the reaction yield, written as a fraction of the theoretical maximum amount of product (1.0 means a 100% yield; for example, 0.34 means a 34% yield). (1) The reactants are [F:1][C:2]1[CH:3]=[CH:4][C:5]([O:20][CH3:21])=[C:6]([C:8]([CH3:19])([CH3:18])[CH2:9][C:10]([C:14]([F:17])([F:16])[F:15])([OH:13])CO)[CH:7]=1.I([O-])(=O)(=O)=O.[Na+]. The catalyst is CO.CCOCC.CCCCCC. The product is [F:17][C:14]([F:15])([F:16])[C:10](=[O:13])[CH2:9][C:8]([C:6]1[CH:7]=[C:2]([F:1])[CH:3]=[CH:4][C:5]=1[O:20][CH3:21])([CH3:19])[CH3:18]. The yield is 0.870. (2) The reactants are [CH2:1]([O:8][CH2:9][O:10][C@H:11]1[CH2:15][N:14]([C:16]([O:18][C:19]([CH3:22])([CH3:21])[CH3:20])=[O:17])[C@@H:13]([C:23](OC)=[O:24])[CH2:12]1)[C:2]1[CH:7]=[CH:6][CH:5]=[CH:4][CH:3]=1.[Cl-].[Li+].[BH4-].[Na+].O. The catalyst is C(O)C. The product is [CH2:1]([O:8][CH2:9][O:10][C@H:11]1[CH2:15][N:14]([C:16]([O:18][C:19]([CH3:20])([CH3:21])[CH3:22])=[O:17])[C@@H:13]([CH2:23][OH:24])[CH2:12]1)[C:2]1[CH:7]=[CH:6][CH:5]=[CH:4][CH:3]=1. The yield is 0.810. (3) The reactants are [CH2:1]([O:8][C:9]1[C:10](Br)=[N:11][CH:12]=[C:13]([Br:15])[CH:14]=1)[C:2]1[CH:7]=[CH:6][CH:5]=[CH:4][CH:3]=1.C([Li])CCC.CN(C)[CH:24]=[O:25].[BH4-].[Na+].[Cl-].[NH4+]. The catalyst is C1(C)C=CC=CC=1.CO. The product is [CH2:1]([O:8][C:9]1[C:10]([CH2:24][OH:25])=[N:11][CH:12]=[C:13]([Br:15])[CH:14]=1)[C:2]1[CH:7]=[CH:6][CH:5]=[CH:4][CH:3]=1. The yield is 0.620. (4) The reactants are [N+:1]([CH2:3][C:4]([O:6][CH2:7][CH3:8])=[O:5])#[C-:2].[CH3:9][C:10]([CH3:13])([O-])[CH3:11].[K+].Cl. The catalyst is O1CCCC1. The product is [CH2:7]([O:6][C:4]([C:3]1[NH:1][CH:2]=[C:9]2[C:11]=1[CH:10]1[CH2:13][CH2:13][CH:10]2[CH:11]=[CH:9]1)=[O:5])[CH3:8]. The yield is 0.800. (5) The reactants are Cl.[O:2]=[C:3]1[NH:12][C:11]2[N:10]=[CH:9][C:8](/[CH:13]=[CH:14]/[C:15]([OH:17])=O)=[CH:7][C:6]=2[CH2:5][CH2:4]1.Cl.[NH:19]1[CH2:22][CH:21]([C:23]2[N:27]=[C:26]([CH3:28])[O:25][N:24]=2)[CH2:20]1.CCN(C(C)C)C(C)C.CCN=C=NCCCN(C)C. The catalyst is CN(C=O)C. The product is [CH3:28][C:26]1[O:25][N:24]=[C:23]([CH:21]2[CH2:22][N:19]([C:15](=[O:17])/[CH:14]=[CH:13]/[C:8]3[CH:7]=[C:6]4[C:11](=[N:10][CH:9]=3)[NH:12][C:3](=[O:2])[CH2:4][CH2:5]4)[CH2:20]2)[N:27]=1. The yield is 0.560. (6) The reactants are [OH-].[Na+].[CH2:3]([C:7]1[CH:16]=[C:15]([CH2:17][N:18]([C:20]([O:22][C:23]([CH3:26])([CH3:25])[CH3:24])=[O:21])[CH3:19])[CH:14]=[CH:13][C:8]=1[C:9]([O:11]C)=[O:10])[CH2:4][CH2:5][CH3:6]. The catalyst is CCO. The product is [CH2:3]([C:7]1[CH:16]=[C:15]([CH2:17][N:18]([C:20]([O:22][C:23]([CH3:24])([CH3:26])[CH3:25])=[O:21])[CH3:19])[CH:14]=[CH:13][C:8]=1[C:9]([OH:11])=[O:10])[CH2:4][CH2:5][CH3:6]. The yield is 0.480.